Predict which catalyst facilitates the given reaction. From a dataset of Catalyst prediction with 721,799 reactions and 888 catalyst types from USPTO. Reactant: [H-].[H-].[H-].[H-].[Li+].[Al+3].[Al+3].[Cl-].[Cl-].[Cl-].[F:11][C:12]([F:32])([F:31])[C:13]1[CH:18]=[CH:17][C:16]([N:19]2[C:23](=O)[C:22]3([CH2:29][CH2:28][CH2:27][CH2:26][CH2:25]3)[NH:21][C:20]2=[O:30])=[CH:15][CH:14]=1.C([O-])([O-])=O.[Na+].[Na+]. Product: [F:32][C:12]([F:11])([F:31])[C:13]1[CH:14]=[CH:15][C:16]([N:19]2[CH2:23][C:22]3([CH2:29][CH2:28][CH2:27][CH2:26][CH2:25]3)[NH:21][C:20]2=[O:30])=[CH:17][CH:18]=1. The catalyst class is: 1.